This data is from NCI-60 drug combinations with 297,098 pairs across 59 cell lines. The task is: Regression. Given two drug SMILES strings and cell line genomic features, predict the synergy score measuring deviation from expected non-interaction effect. (1) Drug 1: CS(=O)(=O)C1=CC(=C(C=C1)C(=O)NC2=CC(=C(C=C2)Cl)C3=CC=CC=N3)Cl. Drug 2: CC1=C(N=C(N=C1N)C(CC(=O)N)NCC(C(=O)N)N)C(=O)NC(C(C2=CN=CN2)OC3C(C(C(C(O3)CO)O)O)OC4C(C(C(C(O4)CO)O)OC(=O)N)O)C(=O)NC(C)C(C(C)C(=O)NC(C(C)O)C(=O)NCCC5=NC(=CS5)C6=NC(=CS6)C(=O)NCCC[S+](C)C)O. Cell line: LOX IMVI. Synergy scores: CSS=40.1, Synergy_ZIP=11.7, Synergy_Bliss=11.8, Synergy_Loewe=-20.5, Synergy_HSA=14.9. (2) Drug 1: C1CC(=O)NC(=O)C1N2CC3=C(C2=O)C=CC=C3N. Drug 2: C1=CC(=CC=C1CCCC(=O)O)N(CCCl)CCCl. Cell line: MALME-3M. Synergy scores: CSS=15.1, Synergy_ZIP=-4.28, Synergy_Bliss=3.40, Synergy_Loewe=-2.73, Synergy_HSA=3.38. (3) Drug 1: CNC(=O)C1=CC=CC=C1SC2=CC3=C(C=C2)C(=NN3)C=CC4=CC=CC=N4. Drug 2: COC1=C2C(=CC3=C1OC=C3)C=CC(=O)O2. Cell line: SK-MEL-2. Synergy scores: CSS=0.818, Synergy_ZIP=2.04, Synergy_Bliss=3.43, Synergy_Loewe=1.62, Synergy_HSA=1.95. (4) Drug 1: CC1=C(C=C(C=C1)NC2=NC=CC(=N2)N(C)C3=CC4=NN(C(=C4C=C3)C)C)S(=O)(=O)N.Cl. Drug 2: CC1C(C(CC(O1)OC2CC(CC3=C2C(=C4C(=C3O)C(=O)C5=C(C4=O)C(=CC=C5)OC)O)(C(=O)C)O)N)O.Cl. Cell line: NCI/ADR-RES. Synergy scores: CSS=-1.47, Synergy_ZIP=1.16, Synergy_Bliss=0.618, Synergy_Loewe=-2.26, Synergy_HSA=-1.83.